This data is from Catalyst prediction with 721,799 reactions and 888 catalyst types from USPTO. The task is: Predict which catalyst facilitates the given reaction. (1) Reactant: [Cl:1][C:2]1[CH:3]=[C:4]([C:10]2[N:11]=[C:12]([CH3:29])[C:13]3[CH:18]=[CH:17][N:16]([C:19]4[CH:28]=[CH:27][C:22]([C:23]([O:25]C)=[O:24])=[CH:21][CH:20]=4)[C:14]=3[N:15]=2)[CH:5]=[CH:6][C:7]=1[O:8][CH3:9].[OH-].[Na+].Cl. Product: [Cl:1][C:2]1[CH:3]=[C:4]([C:10]2[N:11]=[C:12]([CH3:29])[C:13]3[CH:18]=[CH:17][N:16]([C:19]4[CH:28]=[CH:27][C:22]([C:23]([OH:25])=[O:24])=[CH:21][CH:20]=4)[C:14]=3[N:15]=2)[CH:5]=[CH:6][C:7]=1[O:8][CH3:9]. The catalyst class is: 71. (2) Reactant: C[O:2][C:3](=[O:30])[C:4]1[CH:9]=[CH:8][C:7]([O:10][CH2:11][CH2:12][CH2:13][CH:14]2[CH2:19][CH2:18][N:17]([C:20]3[N:24]=[C:23]([C:25]([F:28])([CH3:27])[CH3:26])[O:22][N:21]=3)[CH2:16][CH2:15]2)=[CH:6][C:5]=1[CH3:29].O[Li].O. Product: [F:28][C:25]([C:23]1[O:22][N:21]=[C:20]([N:17]2[CH2:16][CH2:15][CH:14]([CH2:13][CH2:12][CH2:11][O:10][C:7]3[CH:8]=[CH:9][C:4]([C:3]([OH:30])=[O:2])=[C:5]([CH3:29])[CH:6]=3)[CH2:19][CH2:18]2)[N:24]=1)([CH3:26])[CH3:27]. The catalyst class is: 24. (3) Reactant: [I:1][C:2]1[C:10]2[C:5](=[N:6][CH:7]=[CH:8][CH:9]=2)[NH:4][N:3]=1.C([O-])([O-])=O.[K+].[K+].Cl[CH2:18][C:19]([O:21][C:22]([CH3:25])([CH3:24])[CH3:23])=[O:20].O. Product: [C:22]([O:21][C:19](=[O:20])[CH2:18][N:4]1[C:5]2=[N:6][CH:7]=[CH:8][CH:9]=[C:10]2[C:2]([I:1])=[N:3]1)([CH3:25])([CH3:24])[CH3:23]. The catalyst class is: 3. (4) Reactant: CC(C)([O-])C.[K+].[Br:7][C:8]1[CH:9]=[CH:10][C:11]([CH3:32])=[C:12]([CH2:14][C:15]([NH:17][C:18]2([C:28]([O:30]C)=O)[CH2:27][CH2:26][C:21]3([O:25][CH2:24][CH2:23][O:22]3)[CH2:20][CH2:19]2)=[O:16])[CH:13]=1.Cl. Product: [Br:7][C:8]1[CH:9]=[CH:10][C:11]([CH3:32])=[C:12]([C:14]2[C:15](=[O:16])[NH:17][C:18]3([C:28]=2[OH:30])[CH2:19][CH2:20][C:21]2([O:25][CH2:24][CH2:23][O:22]2)[CH2:26][CH2:27]3)[CH:13]=1. The catalyst class is: 9. (5) Reactant: [CH3:1][C:2]1[C:6](B(O)O)=[C:5]([CH3:10])[O:4][N:3]=1.Br[C:12]1[CH:13]=[C:14]([CH:16]=[CH:17][CH:18]=1)[NH2:15].C([O-])([O-])=O.[Na+].[Na+]. Product: [CH3:1][C:2]1[C:6]([C:12]2[CH:13]=[C:14]([NH2:15])[CH:16]=[CH:17][CH:18]=2)=[C:5]([CH3:10])[O:4][N:3]=1. The catalyst class is: 104. (6) Reactant: [NH2:1][C:2]1[CH:3]=[CH:4][C:5]([CH3:20])=[C:6]([N:8]2[CH2:19][CH2:18][C:11]3[N:12]=[C:13]([NH:16][CH3:17])[N:14]=[CH:15][C:10]=3[CH2:9]2)[CH:7]=1.[N:21]([C:24]1[CH:29]=[CH:28][CH:27]=[C:26]([C:30]([F:33])([F:32])[F:31])[CH:25]=1)=[C:22]=[O:23].CCCCCC. Product: [CH3:20][C:5]1[CH:4]=[CH:3][C:2]([NH:1][C:22]([NH:21][C:24]2[CH:29]=[CH:28][CH:27]=[C:26]([C:30]([F:31])([F:32])[F:33])[CH:25]=2)=[O:23])=[CH:7][C:6]=1[N:8]1[CH2:19][CH2:18][C:11]2[N:12]=[C:13]([NH:16][CH3:17])[N:14]=[CH:15][C:10]=2[CH2:9]1. The catalyst class is: 20.